This data is from Full USPTO retrosynthesis dataset with 1.9M reactions from patents (1976-2016). The task is: Predict the reactants needed to synthesize the given product. (1) Given the product [N:25]1[CH:24]=[C:23]([C:21]([Cl:40])=[O:22])[CH:28]=[N:27][CH:26]=1.[Cl:57][C:34]1[CH:42]=[CH:41][C:37]([CH2:31][CH2:30][NH:8][C:9]([CH:11]2[C:20]3[C:15](=[CH:16][CH:17]=[CH:18][CH:19]=3)[N:14]([C:21]([C:23]3[CH:24]=[N:25][CH:26]=[N:27][CH:28]=3)=[O:22])[CH:13]([CH3:29])[CH2:12]2)=[O:10])=[CH:36][CH:35]=1, predict the reactants needed to synthesize it. The reactants are: ClC1C=CC([N:8]([CH2:30][CH3:31])[C:9]([C@@H:11]2[C:20]3[C:15](=[CH:16][CH:17]=[CH:18][CH:19]=3)[N:14]([C:21]([C:23]3[CH:24]=[N:25][CH:26]=[N:27][CH:28]=3)=[O:22])[C@@H:13]([CH3:29])[CH2:12]2)=[O:10])=CC=1.FC(F)(F)[C:34]1[CH:42]=[CH:41][C:37](C([Cl:40])=O)=[CH:36][CH:35]=1.N1C=C(C(O)=O)C=NC=1.C(Cl)(=O)C([Cl:57])=O. (2) Given the product [Br:1][C:2]1[C:3]([C:7]([O:9][CH2:10][CH3:11])=[O:8])=[N:4][N:5]([C:26]2([CH2:25][C:23]#[N:24])[CH2:29][N:28]([C:30]3[CH:31]=[C:32]([F:46])[C:33]([C:34]([NH:36][C@@H:37]([CH3:42])[C:38]([F:39])([F:41])[F:40])=[O:35])=[CH:43][C:44]=3[F:45])[CH2:27]2)[CH:6]=1, predict the reactants needed to synthesize it. The reactants are: [Br:1][C:2]1[C:3]([C:7]([O:9][CH2:10][CH3:11])=[O:8])=[N:4][NH:5][CH:6]=1.N12CCCN=C1CCCCC2.[C:23]([CH:25]=[C:26]1[CH2:29][N:28]([C:30]2[C:44]([F:45])=[CH:43][C:33]([C:34]([NH:36][C@@H:37]([CH3:42])[C:38]([F:41])([F:40])[F:39])=[O:35])=[C:32]([F:46])[CH:31]=2)[CH2:27]1)#[N:24].